From a dataset of Catalyst prediction with 721,799 reactions and 888 catalyst types from USPTO. Predict which catalyst facilitates the given reaction. (1) Reactant: [NH2:1][C:2]1[N:9]=[C:8]([C:10]2[O:11][CH:12]=[CH:13][CH:14]=2)[C:7](Br)=[CH:6][C:3]=1[C:4]#[N:5].[Cl-].[NH4+:17]. Product: [NH2:1][C:2]1[C:3]([C:4]#[N:5])=[CH:6][C:7]([C:8]2[CH:7]=[N:17][CH:13]=[CH:14][C:10]=2[O:11][CH3:12])=[C:8]([C:10]2[O:11][CH:12]=[CH:13][CH:14]=2)[N:9]=1. The catalyst class is: 42. (2) Reactant: [NH:1]1[CH:5]=[CH:4][N:3]=[C:2]1[C:6]1[C:15]2[C:10](=[CH:11][CH:12]=[CH:13][CH:14]=2)[C:9]([O:16][CH2:17][CH2:18][C@H:19]([OH:45])[CH2:20][O:21][C:22]([C:37]2[CH:42]=[CH:41][C:40]([O:43][CH3:44])=[CH:39][CH:38]=2)([C:29]2[CH:34]=[CH:33][C:32]([O:35][CH3:36])=[CH:31][CH:30]=2)[C:23]2[CH:28]=[CH:27][CH:26]=[CH:25][CH:24]=2)=[CH:8][CH:7]=1.[CH:46]([N:49]([CH:63]([CH3:65])[CH3:64])[P:50](N(C(C)C)C(C)C)[O:51][CH2:52][CH2:53][C:54]#[N:55])([CH3:48])[CH3:47]. Product: [CH:63]([N:49]([CH:46]([CH3:48])[CH3:47])[P:50]([O:51][CH2:52][CH2:53][C:54]#[N:55])[O:45][C@@H:19]([CH2:18][CH2:17][O:16][C:9]1[C:10]2[C:15](=[CH:14][CH:13]=[CH:12][CH:11]=2)[C:6]([C:2]2[NH:1][CH:5]=[CH:4][N:3]=2)=[CH:7][CH:8]=1)[CH2:20][O:21][C:22]([C:37]1[CH:42]=[CH:41][C:40]([O:43][CH3:44])=[CH:39][CH:38]=1)([C:29]1[CH:30]=[CH:31][C:32]([O:35][CH3:36])=[CH:33][CH:34]=1)[C:23]1[CH:28]=[CH:27][CH:26]=[CH:25][CH:24]=1)([CH3:65])[CH3:64]. The catalyst class is: 2. (3) Reactant: [C:1]([O:5][C:6]([NH:8][C@H:9]([C:13]([CH3:16])([CH3:15])[CH3:14])[C:10](O)=[O:11])=[O:7])([CH3:4])([CH3:3])[CH3:2].Cl.CN.C[CH2:21][N:22](C(C)C)C(C)C.CN(C(ON1N=NC2C=CC=CC1=2)=[N+](C)C)C.[B-](F)(F)(F)F. Product: [CH3:14][C:13]([CH3:16])([CH3:15])[C@@H:9]([NH:8][C:6](=[O:7])[O:5][C:1]([CH3:4])([CH3:3])[CH3:2])[C:10]([NH:22][CH3:21])=[O:11]. The catalyst class is: 10. (4) Reactant: [NH2:1][C:2]1[CH:22]=[CH:21][C:5]([O:6][C:7]2[CH:12]=[CH:11][N:10]=[C:9]([NH:13][C:14]([N:16]3[CH2:20][CH2:19][CH2:18][CH2:17]3)=[O:15])[CH:8]=2)=[C:4]([F:23])[CH:3]=1.Cl[C:25](OC(Cl)(Cl)Cl)=[O:26]. Product: [F:23][C:4]1[CH:3]=[C:2]([N:1]=[C:25]=[O:26])[CH:22]=[CH:21][C:5]=1[O:6][C:7]1[CH:12]=[CH:11][N:10]=[C:9]([NH:13][C:14]([N:16]2[CH2:17][CH2:18][CH2:19][CH2:20]2)=[O:15])[CH:8]=1. The catalyst class is: 258.